This data is from Reaction yield outcomes from USPTO patents with 853,638 reactions. The task is: Predict the reaction yield, written as a fraction of the theoretical maximum amount of product (1.0 means a 100% yield; for example, 0.34 means a 34% yield). (1) The reactants are [Cl:1][C:2]1[C:11]2[C:6](=[CH:7][C:8]([O:14][CH3:15])=[C:9]([O:12][CH3:13])[CH:10]=2)[N:5]=[CH:4][CH:3]=1.[CH3:16][C:17]1[CH:22]=[CH:21][C:20]([NH2:23])=[CH:19][C:18]=1[NH:24][C:25](=[O:36])[C:26]1[CH:31]=[CH:30][C:29]([O:32][CH3:33])=[C:28]([O:34][CH3:35])[CH:27]=1. The catalyst is C(O)(C)C. The product is [ClH:1].[CH3:35][O:34][C:28]1[CH:27]=[C:26]([CH:31]=[CH:30][C:29]=1[O:32][CH3:33])[C:25]([NH:24][C:18]1[CH:19]=[C:20]([CH:21]=[CH:22][C:17]=1[CH3:16])[NH:23][C:2]1[C:11]2[C:6](=[CH:7][C:8]([O:14][CH3:15])=[C:9]([O:12][CH3:13])[CH:10]=2)[N:5]=[CH:4][CH:3]=1)=[O:36]. The yield is 0.360. (2) The catalyst is C(C(O)=O)(F)(F)F. The product is [F:8][C:4]1[CH:5]=[CH:6][CH:7]=[C:2]([F:1])[C:3]=1[C:9]1[C:10]2[C:11]3[CH2:22][CH2:21][NH:20][CH2:19][CH2:18][C:12]=3[NH:13][C:14]=2[CH:15]=[CH:16][CH:17]=1. The reactants are [F:1][C:2]1[CH:7]=[CH:6][CH:5]=[C:4]([F:8])[C:3]=1[C:9]1[C:10]2[C:11]3[CH2:22][CH2:21][N:20](C(OC(C)(C)C)=O)[CH2:19][CH2:18][C:12]=3[NH:13][C:14]=2[CH:15]=[CH:16][CH:17]=1.C(Cl)Cl. The yield is 0.870. (3) The reactants are [Cl:1][C:2]1[CH:10]=[CH:9][C:8]([OH:11])=[CH:7][C:3]=1[C:4]([NH2:6])=[O:5].C(=O)([O-])[O-].[K+].[K+].[CH:18]1(Br)[CH2:22][CH2:21][CH2:20][CH2:19]1. The catalyst is CN(C=O)C. The product is [Cl:1][C:2]1[CH:10]=[CH:9][C:8]([O:11][CH:18]2[CH2:22][CH2:21][CH2:20][CH2:19]2)=[CH:7][C:3]=1[C:4]([NH2:6])=[O:5]. The yield is 0.610. (4) The reactants are [CH3:1][N:2]1[CH2:6][C@H:5]([C:7]([O:9][CH2:10][C:11]2[CH:16]=[CH:15][CH:14]=[CH:13][CH:12]=2)=[O:8])[NH:4][C:3]1=[O:17].Br[CH2:19][C:20]1[CH:25]=[CH:24][CH:23]=[CH:22][CH:21]=1. The catalyst is O. The product is [CH2:19]([N:4]1[C@@H:5]([C:7]([O:9][CH2:10][C:11]2[CH:16]=[CH:15][CH:14]=[CH:13][CH:12]=2)=[O:8])[CH2:6][N:2]([CH3:1])[C:3]1=[O:17])[C:20]1[CH:25]=[CH:24][CH:23]=[CH:22][CH:21]=1. The yield is 0.310.